The task is: Predict the reaction yield, written as a fraction of the theoretical maximum amount of product (1.0 means a 100% yield; for example, 0.34 means a 34% yield).. This data is from Reaction yield outcomes from USPTO patents with 853,638 reactions. The reactants are C1(P(C2C=CC=CC=2)C2C=CC=CC=2)C=CC=CC=1.C(OC(N=NC(OC(C)(C)C)=O)=O)(C)(C)C.O[CH2:37][CH2:38][N:39]1[CH:44]=[CH:43][C:42]2[CH:45]=[CH:46][O:47][C:41]=2[C:40]1=[O:48].[N+:49]([C:52]1[CH:57]=[CH:56][CH:55]=[CH:54][C:53]=1[S:58]([NH:61][CH2:62][CH2:63][CH2:64][O:65][CH:66]1[CH2:71][CH2:70][CH2:69][CH2:68][O:67]1)(=[O:60])=[O:59])([O-:51])=[O:50]. The catalyst is O1CCCC1. The product is [N+:49]([C:52]1[CH:57]=[CH:56][CH:55]=[CH:54][C:53]=1[S:58]([N:61]([CH2:37][CH2:38][N:39]1[CH:44]=[CH:43][C:42]2[CH:45]=[CH:46][O:47][C:41]=2[C:40]1=[O:48])[CH2:62][CH2:63][CH2:64][O:65][CH:66]1[CH2:71][CH2:70][CH2:69][CH2:68][O:67]1)(=[O:59])=[O:60])([O-:51])=[O:50]. The yield is 0.570.